Predict the reaction yield, written as a fraction of the theoretical maximum amount of product (1.0 means a 100% yield; for example, 0.34 means a 34% yield). From a dataset of Reaction yield outcomes from USPTO patents with 853,638 reactions. (1) The reactants are [Cl:1][C:2]1[N:7]=[C:6](Cl)[C:5]([NH:9][CH2:10][C:11]([CH3:20])([O:13][CH:14]2[CH2:19][CH2:18][CH2:17][CH2:16][O:15]2)[CH3:12])=[CH:4][N:3]=1.Cl.[NH:22]1[CH2:27][CH2:26][O:25][CH2:24][CH:23]1[C:28](O)=[O:29].C(N(C(C)C)CC)(C)C.O. The catalyst is CS(C)=O. The product is [Cl:1][C:2]1[N:3]=[CH:4][C:5]2[N:9]([CH2:10][C:11]([CH3:20])([O:13][CH:14]3[CH2:19][CH2:18][CH2:17][CH2:16][O:15]3)[CH3:12])[C:28](=[O:29])[CH:23]3[CH2:24][O:25][CH2:26][CH2:27][N:22]3[C:6]=2[N:7]=1. The yield is 0.250. (2) The reactants are COC1C=C(OC)C=CC=1C[N:6]([C:35]1[CH:40]=[CH:39][N:38]=[CH:37][N:36]=1)[S:7]([C:10]1[CH:15]=[C:14]([CH3:16])[C:13]([O:17][C@H:18]2[CH2:22][CH2:21][CH2:20][C@@H:19]2[C:23]2[N:27](C3CCCCO3)[N:26]=[CH:25][CH:24]=2)=[CH:12][C:11]=1[F:34])(=[O:9])=[O:8].C([SiH](CC)CC)C.FC(F)(F)C(O)=O. The catalyst is ClCCl. The product is [F:34][C:11]1[CH:12]=[C:13]([O:17][C@H:18]2[CH2:22][CH2:21][CH2:20][C@@H:19]2[C:23]2[NH:27][N:26]=[CH:25][CH:24]=2)[C:14]([CH3:16])=[CH:15][C:10]=1[S:7]([NH:6][C:35]1[CH:40]=[CH:39][N:38]=[CH:37][N:36]=1)(=[O:8])=[O:9]. The yield is 0.990. (3) The catalyst is C(O)(C)(C)C.CCOC(C)=O.O. The product is [Cl:13][C:14]1[N:19]=[C:18]([NH:4][C:3]2[CH:5]=[C:6]([O:9][CH2:10][CH:11]=[CH2:12])[CH:7]=[CH:8][C:2]=2[CH3:1])[CH:17]=[CH:16][N:15]=1. The yield is 0.200. The reactants are [CH3:1][C:2]1[CH:8]=[CH:7][C:6]([O:9][CH2:10][CH:11]=[CH2:12])=[CH:5][C:3]=1[NH2:4].[Cl:13][C:14]1[N:19]=[C:18](Cl)[CH:17]=[CH:16][N:15]=1.C([O-])(O)=O.[Na+].ClN1C=CC(Cl)=NC1.